The task is: Predict the reactants needed to synthesize the given product.. This data is from Full USPTO retrosynthesis dataset with 1.9M reactions from patents (1976-2016). (1) Given the product [Cl:36][C:37]1[CH:38]=[C:39]([C:2]2[CH:3]=[C:4]3[C:31](=[CH:32][CH:33]=2)[O:30][C:29]([CH3:35])([CH3:34])[C:25]2([CH2:28][O:27][CH2:26]2)[C:5]23[CH2:9][O:8][C:7]([NH2:10])=[N:6]2)[CH:40]=[C:41]([F:43])[CH:42]=1, predict the reactants needed to synthesize it. The reactants are: Br[C:2]1[CH:3]=[C:4]2[C:31](=[CH:32][CH:33]=1)[O:30][C:29]([CH3:35])([CH3:34])[C:25]1([CH2:28][O:27][CH2:26]1)[C:5]12[CH2:9][O:8][C:7]([N:10](C(OC(C)(C)C)=O)C(OC(C)(C)C)=O)=[N:6]1.[Cl:36][C:37]1[CH:38]=[C:39](B(O)O)[CH:40]=[C:41]([F:43])[CH:42]=1.C([O-])([O-])=O.[Na+].[Na+]. (2) Given the product [CH3:27][CH:28]1[CH2:32][CH2:31][CH2:30][N:29]1[CH2:2][CH2:3][CH2:4][O:5][C:6]1[CH:11]=[CH:10][C:9]([C:12]2[S:13][C:14]3[CH2:15][N:16]([C:21](=[O:26])[C:22]([F:25])([F:24])[F:23])[CH2:17][CH2:18][C:19]=3[N:20]=2)=[CH:8][CH:7]=1, predict the reactants needed to synthesize it. The reactants are: Cl[CH2:2][CH2:3][CH2:4][O:5][C:6]1[CH:11]=[CH:10][C:9]([C:12]2[S:13][C:14]3[CH2:15][N:16]([C:21](=[O:26])[C:22]([F:25])([F:24])[F:23])[CH2:17][CH2:18][C:19]=3[N:20]=2)=[CH:8][CH:7]=1.[CH3:27][CH:28]1[CH2:32][CH2:31][CH2:30][NH:29]1.C(=O)([O-])[O-].[K+].[K+].[I-].[Na+].